This data is from Peptide-MHC class I binding affinity with 185,985 pairs from IEDB/IMGT. The task is: Regression. Given a peptide amino acid sequence and an MHC pseudo amino acid sequence, predict their binding affinity value. This is MHC class I binding data. (1) The peptide sequence is VMVMVGATM. The MHC is HLA-B15:01 with pseudo-sequence HLA-B15:01. The binding affinity (normalized) is 0.906. (2) The peptide sequence is IRSAEVVSR. The MHC is HLA-A24:03 with pseudo-sequence HLA-A24:03. The binding affinity (normalized) is 0.0847. (3) The peptide sequence is SFNCGGEFF. The MHC is HLA-A03:01 with pseudo-sequence HLA-A03:01. The binding affinity (normalized) is 0. (4) The peptide sequence is RTLNELWFL. The MHC is HLA-A30:01 with pseudo-sequence HLA-A30:01. The binding affinity (normalized) is 0.616. (5) The peptide sequence is ALFEDYPGC. The MHC is HLA-A03:01 with pseudo-sequence HLA-A03:01. The binding affinity (normalized) is 0.0847. (6) The peptide sequence is ETVWPFFYA. The MHC is HLA-B51:01 with pseudo-sequence HLA-B51:01. The binding affinity (normalized) is 0.0847. (7) The peptide sequence is SLLHESTLK. The MHC is HLA-B15:17 with pseudo-sequence HLA-B15:17. The binding affinity (normalized) is 0.0847. (8) The peptide sequence is AVYKTYGQY. The MHC is HLA-B27:05 with pseudo-sequence HLA-B27:05. The binding affinity (normalized) is 0.0847. (9) The peptide sequence is RPQKRPSCI. The MHC is HLA-B44:02 with pseudo-sequence HLA-B44:02. The binding affinity (normalized) is 0.